Dataset: Reaction yield outcomes from USPTO patents with 853,638 reactions. Task: Predict the reaction yield, written as a fraction of the theoretical maximum amount of product (1.0 means a 100% yield; for example, 0.34 means a 34% yield). (1) The product is [CH2:48]([NH:51][C:26](=[O:28])[C:25]1[CH:29]=[CH:30][C:31]([CH3:32])=[C:23]([N:6]2[C:7](=[O:22])[C:8]([Cl:21])=[C:9]([O:11][CH2:12][C:13]3[CH:18]=[CH:17][C:16]([F:19])=[CH:15][C:14]=3[F:20])[N:10]=[C:5]2[NH:4][CH2:1][CH:2]=[CH2:3])[CH:24]=1)[CH:49]=[CH2:50]. The yield is 0.600. The reactants are [CH2:1]([NH:4][C:5]1[N:6]([C:23]2[CH:24]=[C:25]([CH:29]=[CH:30][C:31]=2[CH3:32])[C:26]([OH:28])=O)[C:7](=[O:22])[C:8]([Cl:21])=[C:9]([O:11][CH2:12][C:13]2[CH:18]=[CH:17][C:16]([F:19])=[CH:15][C:14]=2[F:20])[N:10]=1)[CH:2]=[CH2:3].ClC(OCC(C)C)=O.CN1CCOCC1.[CH2:48]([NH2:51])[CH:49]=[CH2:50]. The catalyst is CN(C)C(=O)C. (2) The reactants are Br[C:2]1[CH:3]=[CH:4][C:5]2[N:6]([C:15]3[CH:20]=[CH:19][CH:18]=[CH:17][CH:16]=3)[C:7]3[C:12]([C:13]=2[CH:14]=1)=[CH:11][CH:10]=[CH:9][CH:8]=3.CC(C)([O-])C.[Na+].C1(C)C(C)=CC=CC=1.[NH2:35][C:36]1[CH:41]=[CH:40][CH:39]=[CH:38][CH:37]=1. The catalyst is C1C=CC(/C=C/C(/C=C/C2C=CC=CC=2)=O)=CC=1.C1C=CC(/C=C/C(/C=C/C2C=CC=CC=2)=O)=CC=1.[Pd].[CH-]1C(P(C2C=CC=CC=2)C2C=CC=CC=2)=CC=C1.[CH-]1C(P(C2C=CC=CC=2)C2C=CC=CC=2)=CC=C1.[Fe+2].C1(C)C=CC=CC=1. The product is [C:36]1([NH:35][C:2]2[CH:3]=[CH:4][C:5]3[N:6]([C:15]4[CH:20]=[CH:19][CH:18]=[CH:17][CH:16]=4)[C:7]4[C:12]([C:13]=3[CH:14]=2)=[CH:11][CH:10]=[CH:9][CH:8]=4)[CH:41]=[CH:40][CH:39]=[CH:38][CH:37]=1. The yield is 0.750.